From a dataset of Peptide-MHC class I binding affinity with 185,985 pairs from IEDB/IMGT. Regression. Given a peptide amino acid sequence and an MHC pseudo amino acid sequence, predict their binding affinity value. This is MHC class I binding data. (1) The peptide sequence is RRSRLSGDL. The MHC is HLA-B27:05 with pseudo-sequence HLA-B27:05. The binding affinity (normalized) is 0.499. (2) The peptide sequence is AVYKPPKV. The MHC is H-2-Dd with pseudo-sequence H-2-Dd. The binding affinity (normalized) is 0. (3) The peptide sequence is WPLVNFHIL. The MHC is HLA-B45:06 with pseudo-sequence HLA-B45:06. The binding affinity (normalized) is 0.213. (4) The peptide sequence is VQEFIFSAL. The MHC is HLA-A02:01 with pseudo-sequence HLA-A02:01. The binding affinity (normalized) is 0.407. (5) The peptide sequence is FQKAFSMPL. The MHC is HLA-B08:01 with pseudo-sequence HLA-B08:01. The binding affinity (normalized) is 0.197. (6) The peptide sequence is ICKMPLPTR. The MHC is HLA-A33:01 with pseudo-sequence HLA-A33:01. The binding affinity (normalized) is 0.385. (7) The peptide sequence is FWPQNGQFI. The MHC is H-2-Kb with pseudo-sequence H-2-Kb. The binding affinity (normalized) is 0.0352.